This data is from Forward reaction prediction with 1.9M reactions from USPTO patents (1976-2016). The task is: Predict the product of the given reaction. (1) Given the reactants [Cl:1][C:2]1[CH:3]=[C:4]([CH:18]=[CH:19][CH:20]=1)[CH2:5][NH:6][C:7]([C:9]1[CH:17]=[C:16]2[C:12]([CH:13]=[N:14][NH:15]2)=[CH:11][CH:10]=1)=[O:8].Cl[CH2:22][CH2:23][N:24]1[CH2:28][CH2:27][O:26][C:25]1=[O:29].N1C2C(=CC=CC=2)C=N1, predict the reaction product. The product is: [Cl:1][C:2]1[CH:3]=[C:4]([CH:18]=[CH:19][CH:20]=1)[CH2:5][NH:6][C:7]([C:9]1[CH:10]=[CH:11][C:12]2[C:16]([CH:17]=1)=[N:15][N:14]([CH2:22][CH2:23][N:24]1[CH2:28][CH2:27][O:26][C:25]1=[O:29])[CH:13]=2)=[O:8]. (2) Given the reactants C[O:2][C:3]([C@@H:5]1[CH2:9][C@@H:8]([S:10]([C:13]2[CH:18]=[CH:17][CH:16]=[CH:15][C:14]=2[C:19]([F:22])([F:21])[F:20])(=[O:12])=[O:11])[CH2:7][N:6]1[C:23]1[CH:27]=[C:26]([CH:28]2[CH2:33][CH2:32][O:31][CH2:30][CH2:29]2)[N:25]([CH3:34])[N:24]=1)=[O:4].[OH-].[Li+], predict the reaction product. The product is: [CH3:34][N:25]1[C:26]([CH:28]2[CH2:29][CH2:30][O:31][CH2:32][CH2:33]2)=[CH:27][C:23]([N:6]2[CH2:7][C@H:8]([S:10]([C:13]3[CH:18]=[CH:17][CH:16]=[CH:15][C:14]=3[C:19]([F:21])([F:22])[F:20])(=[O:12])=[O:11])[CH2:9][C@H:5]2[C:3]([OH:4])=[O:2])=[N:24]1. (3) Given the reactants [CH:1]1([C:4]2[C:8]([CH:9]=O)=[CH:7][N:6]([C:11]3[C:16]([CH3:17])=[CH:15][N:14]=[C:13]([NH:18][C:19]4[CH:24]=[C:23]([N+:25]([O-])=O)[C:22]([N:28]5[CH2:33][CH2:32][O:31][CH2:30][CH2:29]5)=[CH:21][C:20]=4[O:34][CH3:35])[N:12]=3)[N:5]=2)[CH2:3][CH2:2]1.Cl.[NH:37]1[CH2:40][CH2:39][CH2:38]1, predict the reaction product. The product is: [N:37]1([CH2:9][C:8]2[C:4]([CH:1]3[CH2:2][CH2:3]3)=[N:5][N:6]([C:11]3[C:16]([CH3:17])=[CH:15][N:14]=[C:13]([NH:18][C:19]4[C:20]([O:34][CH3:35])=[CH:21][C:22]([N:28]5[CH2:33][CH2:32][O:31][CH2:30][CH2:29]5)=[C:23]([NH:25][C:20](=[O:34])[CH:19]=[CH2:24])[CH:24]=4)[N:12]=3)[CH:7]=2)[CH2:40][CH2:39][CH2:38]1. (4) Given the reactants [H-].[Na+].[OH:3][C:4]1[CH:5]=[C:6]2[C:10](=[CH:11][CH:12]=1)[C:9](=[O:13])[NH:8][CH2:7]2.F[C:15]1[CH:20]=[CH:19][C:18]([N+:21]([O-:23])=[O:22])=[CH:17][CH:16]=1.O, predict the reaction product. The product is: [C:9]1(=[O:13])[C:10]2[C:6](=[CH:5][C:4]([O:3][C:15]3[CH:20]=[CH:19][C:18]([N+:21]([O-:23])=[O:22])=[CH:17][CH:16]=3)=[CH:12][CH:11]=2)[CH2:7][NH:8]1. (5) Given the reactants Br[C:2]1[CH:11]=[C:10]2[C:5]([N:6]=[CH:7][C:8]([N:12]3[CH2:17][CH2:16][O:15][CH2:14][CH2:13]3)=[N:9]2)=[CH:4][CH:3]=1.[OH:18][C:19]1[CH:24]=[CH:23][C:22]([NH:25][C:26](=[O:31])[C:27]([CH3:30])([CH3:29])[CH3:28])=[CH:21][CH:20]=1.C([O-])([O-])=O.[Cs+].[Cs+], predict the reaction product. The product is: [O:15]1[CH2:16][CH2:17][N:12]([C:8]2[CH:7]=[N:6][C:5]3[C:10]([N:9]=2)=[CH:11][C:2]([O:18][C:19]2[CH:20]=[CH:21][C:22]([NH:25][C:26](=[O:31])[C:27]([CH3:29])([CH3:28])[CH3:30])=[CH:23][CH:24]=2)=[CH:3][CH:4]=3)[CH2:13][CH2:14]1.